Dataset: Full USPTO retrosynthesis dataset with 1.9M reactions from patents (1976-2016). Task: Predict the reactants needed to synthesize the given product. (1) Given the product [F:28][CH:20]1[CH:19]([NH:8][C:42](=[O:43])[O:44][C:45]([CH3:46])([CH3:47])[CH3:48])[CH2:24][CH2:23][N:22]([CH2:25][CH2:26][OH:27])[CH2:21]1, predict the reactants needed to synthesize it. The reactants are: C([N:8]([CH:19]1[CH2:24][CH2:23][N:22]([CH2:25][CH2:26][OH:27])[CH2:21][CH:20]1[F:28])C(=O)OCC1C=CC=CC=1)C1C=CC=CC=1.CO.ClCCl.[C:42](O[C:42]([O:44][C:45]([CH3:48])([CH3:47])[CH3:46])=[O:43])([O:44][C:45]([CH3:48])([CH3:47])[CH3:46])=[O:43]. (2) The reactants are: [NH2:1][C:2]1[C:10]2[C:5](=[N:6][C:7]([C:13]3[CH:18]=[CH:17][C:16]([OH:19])=[CH:15][CH:14]=3)=[C:8]([C:11]#[N:12])[CH:9]=2)[NH:4][N:3]=1.N1C=CC=CC=1.[C:26](Cl)(=[O:28])[CH3:27].[OH-].[Na+]. Given the product [C:11]([C:8]1[CH:9]=[C:10]2[C:2]([NH:1][C:26](=[O:28])[CH3:27])=[N:3][NH:4][C:5]2=[N:6][C:7]=1[C:13]1[CH:18]=[CH:17][C:16]([OH:19])=[CH:15][CH:14]=1)#[N:12], predict the reactants needed to synthesize it. (3) Given the product [C:19]([O:1][CH2:2][CH2:3][O:4][C:5]1[CH:10]=[CH:9][C:8]([C:11](=[O:12])[C:13]2[CH:18]=[CH:17][CH:16]=[CH:15][CH:14]=2)=[CH:7][CH:6]=1)(=[O:26])[C:20]1[CH:25]=[CH:24][CH:23]=[CH:22][CH:21]=1, predict the reactants needed to synthesize it. The reactants are: [OH:1][CH2:2][CH2:3][O:4][C:5]1[CH:10]=[CH:9][C:8]([C:11]([C:13]2[CH:18]=[CH:17][CH:16]=[CH:15][CH:14]=2)=[O:12])=[CH:7][CH:6]=1.[C:19](O)(=[O:26])[C:20]1[CH:25]=[CH:24][CH:23]=[CH:22][CH:21]=1.CC1C=CC(S(O)(=O)=O)=CC=1.O. (4) Given the product [F:1][C:2]1[C:10]([CH3:11])=[CH:9][C:5]([C:6]([N:20]2[CH2:21][CH2:22][CH2:23][C@@H:18]([CH3:17])[C@H:19]2[CH2:24][NH:25][C:37]2[CH:42]=[CH:41][C:40]([C:43]([F:46])([F:45])[F:44])=[CH:39][N:38]=2)=[O:8])=[C:4]([N:12]2[N:16]=[CH:15][CH:14]=[N:13]2)[CH:3]=1, predict the reactants needed to synthesize it. The reactants are: [F:1][C:2]1[C:10]([CH3:11])=[CH:9][C:5]([C:6]([OH:8])=O)=[C:4]([N:12]2[N:16]=[CH:15][CH:14]=[N:13]2)[CH:3]=1.[CH3:17][C@@H:18]1[CH2:23][CH2:22][CH2:21][NH:20][C@@H:19]1[CH2:24][N:25]1C(=O)C2C(=CC=CC=2)C1=O.Cl[C:37]1[CH:42]=[CH:41][C:40]([C:43]([F:46])([F:45])[F:44])=[CH:39][N:38]=1. (5) Given the product [Fe:36].[CH3:18][C:19]([O:10][C:8]([CH3:7])=[O:9])=[O:20].[CH3:7][C:8]([OH:10])=[O:9], predict the reactants needed to synthesize it. The reactants are: [F-].[K+].[N+](C1C=CC=C([N+]([O-])=O)[C:7]=1[C:8]([OH:10])=[O:9])([O-])=O.[CH2:18]1OCCOCCOCCOCCOCC[O:20][CH2:19]1.[Fe:36]. (6) Given the product [CH3:14][N:6]1[C:5]2[O:4][CH:3]=[C:2]([CH2:15][C:16]([O:18][CH2:19][CH3:20])=[O:17])[C:10]=2[C:9](=[O:11])[N:8]([CH3:12])[C:7]1=[O:13], predict the reactants needed to synthesize it. The reactants are: O[C:2]1([CH2:15][C:16]([O:18][CH2:19][CH3:20])=[O:17])[C:10]2[C:9](=[O:11])[N:8]([CH3:12])[C:7](=[O:13])[N:6]([CH3:14])[C:5]=2[O:4][CH2:3]1. (7) Given the product [NH2:1][C:2]1[C:7]([CH2:8][OH:9])=[CH:6][C:5]([C:35]2[CH:60]=[CH:59][C:38]3[N:39]([C:55]([CH3:56])([CH3:58])[CH3:57])[C:40]([C:42]4[CH:47]=[C:46]([O:48][CH3:49])[CH:45]=[CH:44][C:43]=4[N:50]4[CH:54]=[CH:53][CH:52]=[N:51]4)=[N:41][C:37]=3[CH:36]=2)=[CH:4][N:3]=1, predict the reactants needed to synthesize it. The reactants are: [NH2:1][C:2]1[C:7]([CH2:8][OH:9])=[CH:6][C:5](Br)=[CH:4][N:3]=1.B1(B2OC(C)(C)C(C)(C)O2)OC(C)(C)C(C)(C)O1.CC([O-])=O.[K+].Br[C:35]1[CH:60]=[CH:59][C:38]2[N:39]([C:55]([CH3:58])([CH3:57])[CH3:56])[C:40]([C:42]3[CH:47]=[C:46]([O:48][CH3:49])[CH:45]=[CH:44][C:43]=3[N:50]3[CH:54]=[CH:53][CH:52]=[N:51]3)=[N:41][C:37]=2[CH:36]=1. (8) Given the product [N:9]1([C:16]2[C:15]3[C:10](=[CH:11][CH:12]=[CH:13][CH:14]=3)[NH:9][C:8](=[O:17])[CH:7]=2)[CH2:10][CH2:15][CH2:16][CH2:7][CH2:8]1, predict the reactants needed to synthesize it. The reactants are: N1C=CC([C:7]2[C:8](=[O:17])[NH:9][C:10]3[C:15]([CH:16]=2)=[CH:14][CH:13]=[CH:12][CH:11]=3)=CC=1.Cl.[H][H].